This data is from Reaction yield outcomes from USPTO patents with 853,638 reactions. The task is: Predict the reaction yield, written as a fraction of the theoretical maximum amount of product (1.0 means a 100% yield; for example, 0.34 means a 34% yield). (1) The yield is 0.800. The catalyst is CN(C)C(=O)C.O.[Pd](Cl)Cl.C1(P(C2C=CC=CC=2)[C-]2C=CC=C2)C=CC=CC=1.[C-]1(P(C2C=CC=CC=2)C2C=CC=CC=2)C=CC=C1.[Fe+2]. The reactants are [Cl:1][C:2]1[CH:10]=[C:9]2[C:5]([C:6](I)=[C:7]([CH2:20][OH:21])[N:8]2[S:11]([C:14]2[CH:19]=[CH:18][CH:17]=[CH:16][CH:15]=2)(=[O:13])=[O:12])=[CH:4][CH:3]=1.[CH3:23][S:24]([C:27]1[CH:32]=[CH:31][C:30](B(O)O)=[CH:29][CH:28]=1)(=[O:26])=[O:25].C(=O)([O-])[O-].[K+].[K+]. The product is [Cl:1][C:2]1[CH:10]=[C:9]2[C:5]([C:6]([C:30]3[CH:31]=[CH:32][C:27]([S:24]([CH3:23])(=[O:26])=[O:25])=[CH:28][CH:29]=3)=[C:7]([CH2:20][OH:21])[N:8]2[S:11]([C:14]2[CH:19]=[CH:18][CH:17]=[CH:16][CH:15]=2)(=[O:13])=[O:12])=[CH:4][CH:3]=1. (2) The reactants are [CH:1]1([CH2:6][C@@H:7]([C:16](=[O:31])[N:17]2[C@H:21]([C:22]([NH:24][C:25]3[CH:30]=[CH:29][CH:28]=[CH:27][N:26]=3)=[O:23])[CH2:20][CH:19]=[N:18]2)[CH2:8][C:9]([O:11]C(C)(C)C)=[O:10])[CH2:5][CH2:4][CH2:3][CH2:2]1.[ClH:32].O1CCOCC1. No catalyst specified. The product is [ClH:32].[CH:1]1([CH2:6][C@@H:7]([C:16](=[O:31])[N:17]2[C@H:21]([C:22]([NH:24][C:25]3[CH:30]=[CH:29][CH:28]=[CH:27][N:26]=3)=[O:23])[CH2:20][CH:19]=[N:18]2)[CH2:8][C:9]([OH:11])=[O:10])[CH2:5][CH2:4][CH2:3][CH2:2]1. The yield is 1.00. (3) The reactants are [C:1]([C:3]1[CH:7]=[C:6]([C:8](=[O:27])[CH:9]([C:13]2[CH:18]=[CH:17][C:16]([N:19]3[CH:24]=[CH:23][CH:22]=[CH:21][C:20]3=[O:25])=[CH:15][C:14]=2[F:26])C([O-])=O)[N:5]([C:28]2[CH:33]=[CH:32][C:31]([O:34][CH3:35])=[CH:30][CH:29]=2)[N:4]=1)#[N:2].CO.S(O)(O)(=O)=O.C(=O)([O-])O. The catalyst is C(OCC)(=O)C. The product is [F:26][C:14]1[CH:15]=[C:16]([N:19]2[CH:24]=[CH:23][CH:22]=[CH:21][C:20]2=[O:25])[CH:17]=[CH:18][C:13]=1[CH2:9][C:8]([C:6]1[N:5]([C:28]2[CH:29]=[CH:30][C:31]([O:34][CH3:35])=[CH:32][CH:33]=2)[N:4]=[C:3]([C:1]#[N:2])[CH:7]=1)=[O:27]. The yield is 0.850. (4) The reactants are [NH2:1][CH:2]1[CH2:8][CH2:7][CH2:6][CH2:5][N:4]2[C:9](=[O:19])[CH:10]=[C:11]([C:13]3[CH:18]=[CH:17][N:16]=[CH:15][N:14]=3)[N:12]=[C:3]12.C(N(CC)CC)C.Cl[C:28]([O:30][CH2:31][CH3:32])=[O:29]. The catalyst is O1CCCC1. The product is [CH2:31]([O:30][C:28](=[O:29])[NH:1][CH:2]1[CH2:8][CH2:7][CH2:6][CH2:5][N:4]2[C:9](=[O:19])[CH:10]=[C:11]([C:13]3[CH:18]=[CH:17][N:16]=[CH:15][N:14]=3)[N:12]=[C:3]12)[CH3:32]. The yield is 0.720. (5) The reactants are [Cl:1][C:2]1[CH:3]=[C:4]([C:8]2N=[C:12]([CH2:14][C:15]3[CH:16]=[N:17][C:18]([C:21]#N)=[N:19][CH:20]=3)[CH:11]=[N:10][C:9]=2[O:23][CH3:24])[CH:5]=[CH:6][CH:7]=1.[OH-:25].[Na+].OO.[OH2:29].[CH3:30]O. No catalyst specified. The product is [Cl:1][C:2]1[CH:3]=[C:4]([C:8]2[CH:30]=[C:12]([CH2:14][C:15]3[CH:20]=[N:19][C:18]([C:21]([OH:29])=[O:25])=[N:17][CH:16]=3)[CH:11]=[N:10][C:9]=2[O:23][CH3:24])[CH:5]=[CH:6][CH:7]=1. The yield is 0.740. (6) The product is [CH2:32]([O:39][C:40]1[CH:41]=[C:42]([CH:46]=[CH:47][CH:48]=1)[C:43]([NH:22][C:19]1[CH:20]=[N:21][C:16]([N:9]2[C:10]([C:12]([F:13])([F:14])[F:15])=[CH:11][C:7]([C:3]3[CH:2]=[N:1][CH:6]=[CH:5][CH:4]=3)=[N:8]2)=[CH:17][CH:18]=1)=[O:44])[C:33]1[CH:34]=[CH:35][CH:36]=[CH:37][CH:38]=1. The catalyst is O1CCCC1.[Cl-].[NH4+]. The reactants are [N:1]1[CH:6]=[CH:5][CH:4]=[C:3]([C:7]2[CH:11]=[C:10]([C:12]([F:15])([F:14])[F:13])[N:9]([C:16]3[N:21]=[CH:20][C:19]([NH2:22])=[CH:18][CH:17]=3)[N:8]=2)[CH:2]=1.C(N(CC)C(C)C)(C)C.[CH2:32]([O:39][C:40]1[CH:41]=[C:42]([CH:46]=[CH:47][CH:48]=1)[C:43](Cl)=[O:44])[C:33]1[CH:38]=[CH:37][CH:36]=[CH:35][CH:34]=1. The yield is 0.700. (7) The reactants are C1(O[C:8](=[O:26])[NH:9][CH2:10][CH:11]2[CH2:16][CH2:15][C:14]([N:23]([CH3:25])[CH3:24])([C:17]3[CH:22]=[CH:21][CH:20]=[CH:19][CH:18]=3)[CH2:13][CH2:12]2)C=CC=CC=1.[CH3:27][O:28][C:29]1[CH:30]=[C:31]2[C:35](=[CH:36][CH:37]=1)[NH:34][CH:33]=[C:32]2[C:38]1[CH2:39][CH2:40][NH:41][CH2:42][CH:43]=1. The catalyst is O1CCOCC1. The product is [CH3:25][N:23]([CH3:24])[C:14]1([C:17]2[CH:22]=[CH:21][CH:20]=[CH:19][CH:18]=2)[CH2:15][CH2:16][CH:11]([CH2:10][NH:9][C:8]([N:41]2[CH2:42][CH:43]=[C:38]([C:32]3[C:31]4[C:35](=[CH:36][CH:37]=[C:29]([O:28][CH3:27])[CH:30]=4)[NH:34][CH:33]=3)[CH2:39][CH2:40]2)=[O:26])[CH2:12][CH2:13]1. The yield is 0.320.